From a dataset of Catalyst prediction with 721,799 reactions and 888 catalyst types from USPTO. Predict which catalyst facilitates the given reaction. (1) Reactant: [CH3:1][O:2][C:3]1[CH:8]=[C:7]([N+:9]([O-:11])=[O:10])[CH:6]=[CH:5][C:4]=1[OH:12].C(=O)([O-])[O-].[K+].[K+].Cl.Cl[CH2:21][CH2:22][N:23]1[CH2:28][CH2:27][O:26][CH2:25][CH2:24]1. Product: [CH3:1][O:2][C:3]1[CH:8]=[C:7]([N+:9]([O-:11])=[O:10])[CH:6]=[CH:5][C:4]=1[O:12][CH2:21][CH2:22][N:23]1[CH2:28][CH2:27][O:26][CH2:25][CH2:24]1. The catalyst class is: 3. (2) Reactant: N#N.[F:3][CH:4]([F:20])[CH2:5][N:6]1[CH2:11][CH2:10][CH2:9][CH:8]([NH:12]C(=O)OC(C)(C)C)[CH2:7]1.[ClH:21]. Product: [ClH:21].[ClH:21].[F:20][CH:4]([F:3])[CH2:5][N:6]1[CH2:11][CH2:10][CH2:9][CH:8]([NH2:12])[CH2:7]1. The catalyst class is: 135. (3) Reactant: [C:1]([OH:13])(=[O:12])[CH2:2][C:3]([CH2:8][C:9]([OH:11])=[O:10])([C:5]([OH:7])=[O:6])[OH:4].[Cl:14][C:15]1[CH:20]=[CH:19][CH:18]=[CH:17][C:16]=1[CH2:21][CH2:22][NH:23][CH2:24][CH2:25][CH2:26][S:27][CH2:28][CH2:29][NH:30][CH2:31][C@@H:32]([C:34]1[C:42]2[S:41][C:40](=[O:43])[NH:39][C:38]=2[C:37]([OH:44])=[CH:36][CH:35]=1)[OH:33]. Product: [C:1]([OH:13])(=[O:12])[CH2:2][C:3]([CH2:8][C:9]([OH:11])=[O:10])([C:5]([OH:7])=[O:6])[OH:4].[Cl:14][C:15]1[CH:20]=[CH:19][CH:18]=[CH:17][C:16]=1[CH2:21][CH2:22][NH:23][CH2:24][CH2:25][CH2:26][S:27][CH2:28][CH2:29][NH:30][CH2:31][C@@H:32]([C:34]1[C:42]2[S:41][C:40](=[O:43])[NH:39][C:38]=2[C:37]([OH:44])=[CH:36][CH:35]=1)[OH:33]. The catalyst class is: 5. (4) Reactant: [Cl:1][C:2]1[N:7]=[C:6]([N:8]2[C:12]3[CH:13]=[CH:14][CH:15]=[CH:16][C:11]=3[N:10]=[C:9]2/[CH:17]=[CH:18]/[C:19]2[CH:24]=[CH:23][CH:22]=[CH:21][CH:20]=2)[CH:5]=[CH:4][CH:3]=1.C[CH2:26][O-:27].[Na+].O. Product: [ClH:1].[CH3:26][O:27][C:2]1[N:7]=[C:6]([N:8]2[C:12]3[CH:13]=[CH:14][CH:15]=[CH:16][C:11]=3[N:10]=[C:9]2/[CH:17]=[CH:18]/[C:19]2[CH:24]=[CH:23][CH:22]=[CH:21][CH:20]=2)[CH:5]=[CH:4][CH:3]=1. The catalyst class is: 442.